From a dataset of Orexin1 receptor HTS with 218,158 compounds and 233 confirmed actives. Binary Classification. Given a drug SMILES string, predict its activity (active/inactive) in a high-throughput screening assay against a specified biological target. (1) The molecule is O1C(C(=O)N(c2c1ccc(C(=O)NC1CC1)c2)CC(OC)=O)(C)C. The result is 0 (inactive). (2) The compound is O=c1n(C(Cc2ccccc2)C(=O)Nc2cc(O)ccc2)c(=O)c2c3c1cccc3ccc2. The result is 0 (inactive). (3) The drug is S=C(N\N=C1\c2c3c(C1=O)cccc3ccc2)NCC. The result is 0 (inactive).